This data is from Reaction yield outcomes from USPTO patents with 853,638 reactions. The task is: Predict the reaction yield, written as a fraction of the theoretical maximum amount of product (1.0 means a 100% yield; for example, 0.34 means a 34% yield). (1) The reactants are Cl[C:2]([O:4][CH3:5])=[O:3].[F:6][C:7]([F:11])([F:10])[CH2:8][OH:9].N1C=CC=CC=1. The catalyst is ClCCl. The product is [C:2](=[O:3])([O:9][CH2:8][C:7]([F:11])([F:10])[F:6])[O:4][CH3:5]. The yield is 0.460. (2) The reactants are [I:1][C:2]1[C:3]([OH:12])=[C:4]([O:10][CH3:11])[CH:5]=[C:6]([CH:9]=1)[CH:7]=[O:8].C(=O)([O-])[O-].[Cs+].[Cs+].Br[CH2:20][C:21]([O:23][CH2:24][CH3:25])=[O:22]. The catalyst is CC(C)=O. The product is [I:1][C:2]1[CH:9]=[C:6]([CH:7]=[O:8])[CH:5]=[C:4]([O:10][CH3:11])[C:3]=1[O:12][CH2:20][C:21]([O:23][CH2:24][CH3:25])=[O:22]. The yield is 0.490. (3) The reactants are [CH2:1]([N:8]1[C:16]2[C:11](=[CH:12][CH:13]=[CH:14][CH:15]=2)[C:10]([CH2:17][CH2:18][CH2:19][CH2:20][CH3:21])=[C:9]1[C:22]1[CH:31]=[CH:30][C:29]2[C:24](=[CH:25][CH:26]=[C:27]([O:32]C)[CH:28]=2)[CH:23]=1)[C:2]1[CH:7]=[CH:6][CH:5]=[CH:4][CH:3]=1.B(Br)(Br)Br.[OH-].[Na+]. The catalyst is C(Cl)Cl. The product is [CH2:1]([N:8]1[C:16]2[C:11](=[CH:12][CH:13]=[CH:14][CH:15]=2)[C:10]([CH2:17][CH2:18][CH2:19][CH2:20][CH3:21])=[C:9]1[C:22]1[CH:31]=[CH:30][C:29]2[C:24](=[CH:25][CH:26]=[C:27]([OH:32])[CH:28]=2)[CH:23]=1)[C:2]1[CH:3]=[CH:4][CH:5]=[CH:6][CH:7]=1. The yield is 0.817. (4) The reactants are [NH:1]1[C:9]2[C:4](=[CH:5][CH:6]=[CH:7][CH:8]=2)[CH:3]=[C:2]1[C:10]([NH:12][C:13]1[CH:18]=[CH:17][C:16]([CH2:19][C:20]([O:22]C(C)(C)C)=[O:21])=[CH:15][C:14]=1[O:27][CH3:28])=[O:11].C(O)(C(F)(F)F)=O. The catalyst is C(Cl)Cl. The product is [NH:1]1[C:9]2[C:4](=[CH:5][CH:6]=[CH:7][CH:8]=2)[CH:3]=[C:2]1[C:10]([NH:12][C:13]1[CH:18]=[CH:17][C:16]([CH2:19][C:20]([OH:22])=[O:21])=[CH:15][C:14]=1[O:27][CH3:28])=[O:11]. The yield is 0.990.